This data is from Forward reaction prediction with 1.9M reactions from USPTO patents (1976-2016). The task is: Predict the product of the given reaction. (1) The product is: [CH3:1][C:2]1([CH3:34])[C:11]2[CH:10]=[C:9]([CH:12]([OH:26])[C:13]([NH:15][C:16]3[CH:25]=[CH:24][C:19]([C:20]([OH:22])=[O:21])=[CH:18][CH:17]=3)=[O:14])[CH:8]=[CH:7][C:6]=2[C:5]([C:27]2[CH:28]=[CH:29][C:30]([CH3:33])=[CH:31][CH:32]=2)=[CH:4][CH2:3]1. Given the reactants [CH3:1][C:2]1([CH3:34])[C:11]2[CH:10]=[C:9]([CH:12]([OH:26])[C:13]([NH:15][C:16]3[CH:25]=[CH:24][C:19]([C:20]([O:22]C)=[O:21])=[CH:18][CH:17]=3)=[O:14])[CH:8]=[CH:7][C:6]=2[C:5]([C:27]2[CH:32]=[CH:31][C:30]([CH3:33])=[CH:29][CH:28]=2)=[CH:4][CH2:3]1.O.[OH-].[Li+], predict the reaction product. (2) Given the reactants C1(N([C@H]2CC[C@H](CC)CC2)C(=O)NC2SC(SC[C:16](O)=[O:17])=CN=2)CCCC1.[CH:28]1([NH:34][CH:35]2[CH2:40][CH2:39][CH:38]([C:41]3[CH:46]=[CH:45][CH:44]=[CH:43][CH:42]=3)[CH2:37][CH2:36]2)[CH2:33][CH2:32][CH2:31][CH2:30][CH2:29]1.C([O:49][C:50](=[O:61])[C:51]([S:54][C:55]1[S:59][C:58]([NH2:60])=[N:57][CH:56]=1)([CH3:53])[CH3:52])C, predict the reaction product. The product is: [CH:28]1([N:34]([CH:35]2[CH2:36][CH2:37][CH:38]([C:41]3[CH:42]=[CH:43][CH:44]=[CH:45][CH:46]=3)[CH2:39][CH2:40]2)[C:16](=[O:17])[NH:60][C:58]2[S:59][C:55]([S:54][C:51]([CH3:53])([CH3:52])[C:50]([OH:49])=[O:61])=[CH:56][N:57]=2)[CH2:29][CH2:30][CH2:31][CH2:32][CH2:33]1. (3) Given the reactants [CH3:1]CN(C(C)C)C(C)C.[Li]CCCC.CN(P(N(C)C)(N(C)C)=O)C.[O:26]1[CH2:31][CH2:30][CH:29]=[C:28]([C:32]([O:34][CH2:35][C:36]2[CH:41]=[CH:40][CH:39]=[CH:38][CH:37]=2)=[O:33])[CH2:27]1.N[C@H](C(O)=O)CCSC, predict the reaction product. The product is: [CH3:1][C:28]1([C:32]([O:34][CH2:35][C:36]2[CH:41]=[CH:40][CH:39]=[CH:38][CH:37]=2)=[O:33])[CH:29]=[CH:30][CH2:31][O:26][CH2:27]1.